This data is from Full USPTO retrosynthesis dataset with 1.9M reactions from patents (1976-2016). The task is: Predict the reactants needed to synthesize the given product. (1) Given the product [Cl:1][C:2]1[C:11]2[C:6](=[CH:7][CH:8]=[CH:9][CH:10]=2)[C:5]2=[N:12][N:13]=[CH:14][N:4]2[N:3]=1, predict the reactants needed to synthesize it. The reactants are: [Cl:1][C:2]1[C:11]2[C:6](=[CH:7][CH:8]=[CH:9][CH:10]=2)[C:5]([NH:12][NH2:13])=[N:4][N:3]=1.[CH:14](OCC)(OCC)OCC. (2) Given the product [Cl:22][CH2:21][CH2:20][O:12][C:10]1[CH:9]=[CH:8][C:6]2[N:7]=[C:3]([C:1]#[N:2])[S:4][C:5]=2[CH:11]=1, predict the reactants needed to synthesize it. The reactants are: [C:1]([C:3]1[S:4][C:5]2[CH:11]=[C:10]([OH:12])[CH:9]=[CH:8][C:6]=2[N:7]=1)#[N:2].C(=O)([O-])[O-].[K+].[K+].Br[CH2:20][CH2:21][Cl:22].